This data is from Full USPTO retrosynthesis dataset with 1.9M reactions from patents (1976-2016). The task is: Predict the reactants needed to synthesize the given product. (1) Given the product [C:28]([S:27][S:26][CH2:25][C@H:21]1[C:22](=[O:24])[O:23][CH2:1][N:20]1[C:18]([O:17][CH2:16][CH:14]1[C:13]2[CH:12]=[CH:11][CH:10]=[CH:9][C:8]=2[C:7]2[C:15]1=[CH:3][CH:4]=[CH:5][CH:6]=2)=[O:19])([CH3:31])([CH3:30])[CH3:29], predict the reactants needed to synthesize it. The reactants are: [CH2:1]=O.[CH:3]1[C:15]2[CH:14]([CH2:16][O:17][C:18]([NH:20][C@@H:21]([CH2:25][S:26][S:27][C:28]([CH3:31])([CH3:30])[CH3:29])[C:22]([OH:24])=[O:23])=[O:19])[C:13]3[C:8](=[CH:9][CH:10]=[CH:11][CH:12]=3)[C:7]=2[CH:6]=[CH:5][CH:4]=1. (2) Given the product [CH2:24]([NH:31][C:12](=[O:14])[C:11]1[CH:15]=[CH:16][C:8]([N:5]2[CH2:4][CH2:3][N:2]([CH3:1])[CH2:7][CH2:6]2)=[N:9][CH:10]=1)[C:25]1[CH:30]=[CH:29][CH:28]=[CH:27][CH:26]=1, predict the reactants needed to synthesize it. The reactants are: [CH3:1][N:2]1[CH2:7][CH2:6][N:5]([C:8]2[CH:16]=[CH:15][C:11]([C:12]([OH:14])=O)=[CH:10][N:9]=2)[CH2:4][CH2:3]1.C(NC(C)C)(C)C.[CH2:24]([NH2:31])[C:25]1[CH:30]=[CH:29][CH:28]=[CH:27][CH:26]=1.F[P-](F)(F)(F)(F)F.N1(O[P+](N(C)C)(N(C)C)N(C)C)C2C=CC=CC=2N=N1.